The task is: Predict which catalyst facilitates the given reaction.. This data is from Catalyst prediction with 721,799 reactions and 888 catalyst types from USPTO. (1) Reactant: [CH2:1]([O:3][C:4]([C:6]1[CH:7]=[N:8][N:9]([C:15]2[CH:20]=[CH:19][CH:18]=[C:17](Cl)[N:16]=2)[C:10]=1[C:11]([F:14])([F:13])[F:12])=[O:5])[CH3:2].[F:22][C:23]1[C:28](B(O)O)=[CH:27][CH:26]=[CH:25][N:24]=1.C([O-])([O-])=O.[Na+].[Na+]. Product: [F:22][C:23]1[C:28]([C:17]2[CH:18]=[CH:19][CH:20]=[C:15]([N:9]3[C:10]([C:11]([F:14])([F:13])[F:12])=[C:6]([C:4]([O:3][CH2:1][CH3:2])=[O:5])[CH:7]=[N:8]3)[N:16]=2)=[CH:27][CH:26]=[CH:25][N:24]=1. The catalyst class is: 10. (2) Reactant: S=[C:2]1[C:7]([C:8](OCC)=[O:9])=[N:6][N:5]([CH2:13][C:14]2[CH:19]=[CH:18][C:17]([N:20]3[CH:24]=[CH:23][CH:22]=[N:21]3)=[CH:16][CH:15]=2)[C:4]2[CH:25]=[CH:26][S:27][C:3]1=2.[NH2:28][NH2:29]. Product: [N:20]1([C:17]2[CH:18]=[CH:19][C:14]([CH2:13][N:5]3[C:4]4[CH:25]=[CH:26][S:27][C:3]=4[C:2]4=[N:28][NH:29][C:8](=[O:9])[C:7]4=[N:6]3)=[CH:15][CH:16]=2)[CH:24]=[CH:23][CH:22]=[N:21]1. The catalyst class is: 8. (3) The catalyst class is: 4. Product: [CH:8]1([CH:11]2[CH:39]([CH3:40])[CH:38]([N:31]([CH3:30])[C:32]3[CH:37]=[CH:36][CH:35]=[CH:34][CH:33]=3)[C:7]3[C:2](=[CH:3][CH:4]=[CH:5][CH:6]=3)[NH:1]2)[CH2:10][CH2:9]1. Reactant: [NH2:1][C:2]1[CH:7]=[CH:6][CH:5]=[CH:4][CH:3]=1.[CH:8]1([CH:11]=O)[CH2:10][CH2:9]1.P(O)(OC1C=CC=CC=1)(OC1C=CC=CC=1)=O.[CH3:30][N:31](/[CH:38]=[CH:39]/[CH3:40])[C:32]1[CH:37]=[CH:36][CH:35]=[CH:34][CH:33]=1. (4) Reactant: C(=O)([O-])[O-].[K+].[K+].[C:7]([O:11][C:12](=[O:24])[NH:13][C:14]1[CH:15]=[N:16][C:17]([C:20](=[O:23])[CH2:21]Br)=[CH:18][CH:19]=1)([CH3:10])([CH3:9])[CH3:8].[NH2:25][C:26]1[C:35]2[C:30](=[CH:31][CH:32]=[C:33]([O:36][CH3:37])[N:34]=2)[N:29]=[CH:28][C:27]=1[OH:38].ClCCl. Product: [C:7]([O:11][C:12](=[O:24])[NH:13][C:14]1[CH:15]=[N:16][C:17]([C:20](=[O:23])[CH2:21][O:38][C:27]2[CH:28]=[N:29][C:30]3[C:35]([C:26]=2[NH2:25])=[N:34][C:33]([O:36][CH3:37])=[CH:32][CH:31]=3)=[CH:18][CH:19]=1)([CH3:10])([CH3:9])[CH3:8]. The catalyst class is: 405. (5) Reactant: [Br:1][C:2]1[CH:6]=[C:5]([C:7]2[O:12][C:11](=[O:13])[C:10]3[CH:14]=[C:15]([Br:19])[CH:16]=[C:17]([Br:18])[C:9]=3[N:8]=2)[N:4]([C:20]2[C:25]([Cl:26])=[CH:24][CH:23]=[CH:22][N:21]=2)[N:3]=1.O.[NH2:28][NH2:29]. Product: [Br:1][C:2]1[CH:6]=[C:5]([C:7]([NH:8][C:9]2[C:17]([Br:18])=[CH:16][C:15]([Br:19])=[CH:14][C:10]=2[C:11]([NH:28][NH2:29])=[O:13])=[O:12])[N:4]([C:20]2[C:25]([Cl:26])=[CH:24][CH:23]=[CH:22][N:21]=2)[N:3]=1. The catalyst class is: 7. (6) Reactant: [S:1]1[CH:5]=[CH:4][C:3]([C:6](=NO)C)=[CH:2]1.C(=O)([O-])[O-].[Na+].[Na+].P(Cl)(Cl)([Cl:18])=O.[CH3:21][N:22]([CH3:25])C=O.C([O-])(=O)C.[Na+]. Product: [Cl:18][C:25]1[N:22]=[C:21]2[CH:4]=[CH:5][S:1][C:2]2=[CH:3][CH:6]=1. The catalyst class is: 325. (7) Product: [CH2:13]([O:20][C:2]1[CH:7]=[CH:6][N+:5]([O-:8])=[C:4]([CH3:9])[C:3]=1[CH3:10])[CH2:14][CH2:15][CH2:16][CH2:17][CH2:18][CH3:19]. The catalyst class is: 226. Reactant: Cl[C:2]1[CH:7]=[CH:6][N+:5]([O-:8])=[C:4]([CH3:9])[C:3]=1[CH3:10].[OH-].[Na+].[CH2:13]([OH:20])[CH2:14][CH2:15][CH2:16][CH2:17][CH2:18][CH3:19].Cl. (8) Reactant: [CH3:1][N:2]1[C:6]2=[N:7][CH:8]=[CH:9][CH:10]=[C:5]2[N:4]=[C:3]1S(C)(=O)=O.[CH3:15][CH:16]([N:18]1[C:26]2[C:21](=[N:22][CH:23]=[CH:24][CH:25]=2)[C:20]([C:27]2[C:32](O)=[CH:31][CH:30]=[CH:29][N:28]=2)=[N:19]1)[CH3:17].[H-].[Na+].[OH2:36]. Product: [CH3:15][CH:16]([N:18]1[C:26]2[C:21](=[N:22][CH:23]=[CH:24][CH:25]=2)[C:20]([C:27]2[CH:32]=[CH:31][C:30]([O:36][C:3]3[N:2]([CH3:1])[C:6]4=[N:7][CH:8]=[CH:9][CH:10]=[C:5]4[N:4]=3)=[CH:29][N:28]=2)=[N:19]1)[CH3:17]. The catalyst class is: 3. (9) Reactant: [S:1]1[C:5]2[CH:6]=[CH:7][C:8]([C:10]3[CH:11]=[C:12]([CH:15]=[CH:16][CH:17]=3)[CH:13]=[O:14])=[CH:9][C:4]=2[CH:3]=[CH:2]1.[BH4-].[Na+].C(O)(=O)CC(CC(O)=O)(C(O)=O)O. Product: [S:1]1[C:5]2[CH:6]=[CH:7][C:8]([C:10]3[CH:11]=[C:12]([CH2:13][OH:14])[CH:15]=[CH:16][CH:17]=3)=[CH:9][C:4]=2[CH:3]=[CH:2]1. The catalyst class is: 199.